From a dataset of Forward reaction prediction with 1.9M reactions from USPTO patents (1976-2016). Predict the product of the given reaction. The product is: [NH2:28][C:17]1[C:16]2[N:15]=[C:14]([OH:27])[N:13]([CH2:12][CH2:11][CH2:10][CH2:9][OH:8])[C:25]=2[C:24]2[CH:23]=[CH:22][CH:21]=[CH:20][C:19]=2[N:18]=1. Given the reactants [Si]([O:8][CH2:9][CH2:10][CH2:11][CH2:12][N:13]1[C:25]2[C:24]3[CH:23]=[CH:22][CH:21]=[CH:20][C:19]=3[N:18]=[C:17](Cl)[C:16]=2[N:15]=[C:14]1[OH:27])(C(C)(C)C)(C)C.[NH3:28], predict the reaction product.